Dataset: Peptide-MHC class I binding affinity with 185,985 pairs from IEDB/IMGT. Task: Regression. Given a peptide amino acid sequence and an MHC pseudo amino acid sequence, predict their binding affinity value. This is MHC class I binding data. (1) The peptide sequence is MVLLIPEPEK. The MHC is HLA-A11:01 with pseudo-sequence HLA-A11:01. The binding affinity (normalized) is 0.561. (2) The peptide sequence is SEIWRDIDF. The MHC is H-2-Kk with pseudo-sequence H-2-Kk. The binding affinity (normalized) is 0.192. (3) The peptide sequence is YQRALHTSI. The MHC is HLA-A02:01 with pseudo-sequence HLA-A02:01. The binding affinity (normalized) is 0.0847. (4) The peptide sequence is NTTANISLTA. The MHC is HLA-A68:02 with pseudo-sequence HLA-A68:02. The binding affinity (normalized) is 0.649. (5) The peptide sequence is GVFELSDEK. The MHC is HLA-A69:01 with pseudo-sequence HLA-A69:01. The binding affinity (normalized) is 0.0847. (6) The peptide sequence is SPGTSGSPI. The MHC is HLA-B51:01 with pseudo-sequence HLA-B51:01. The binding affinity (normalized) is 0.